From a dataset of Full USPTO retrosynthesis dataset with 1.9M reactions from patents (1976-2016). Predict the reactants needed to synthesize the given product. (1) Given the product [CH3:1][C:2]1[N:3]([NH:11][C:12]([C:14]2[C:15]([CH3:27])=[N:16][C:17]([C:20]3[CH:25]=[CH:24][CH:23]=[C:22]([F:26])[CH:21]=3)=[N:18][CH:19]=2)=[O:13])[C:4]2[C:9]([CH:10]=1)=[CH:8][CH:7]=[CH:6][CH:5]=2, predict the reactants needed to synthesize it. The reactants are: [CH3:1][CH:2]1[CH2:10][C:9]2[C:4](=[CH:5][CH:6]=[CH:7][CH:8]=2)[N:3]1[NH:11][C:12]([C:14]1[C:15]([CH3:27])=[N:16][C:17]([C:20]2[CH:25]=[CH:24][CH:23]=[C:22]([F:26])[CH:21]=2)=[N:18][CH:19]=1)=[O:13]. (2) Given the product [O:28]1[CH2:29][CH2:30][C:31]2[C:23]([O:22][CH2:21][C@@H:19]([OH:18])[CH2:20][N:15]3[CH2:14][CH2:13][CH:12]([C:7]4[CH:6]=[CH:5][C:4]5[C:9](=[CH:10][CH:11]=[C:2]([F:1])[CH:3]=5)[CH:8]=4)[CH2:17][CH2:16]3)=[CH:24][CH:25]=[CH:26][C:27]1=2, predict the reactants needed to synthesize it. The reactants are: [F:1][C:2]1[CH:3]=[C:4]2[C:9](=[CH:10][CH:11]=1)[CH:8]=[C:7]([CH:12]1[CH2:17][CH2:16][NH:15][CH2:14][CH2:13]1)[CH:6]=[CH:5]2.[O:18]1[CH2:20][C@H:19]1[CH2:21][O:22][C:23]1[C:31]2[CH2:30][CH2:29][O:28][C:27]=2[CH:26]=[CH:25][CH:24]=1. (3) The reactants are: [CH3:1][N:2]1[CH:6]=[C:5]([C:7]2[C:8]3[C:12]([CH:13]=[CH:14][CH:15]=2)=[N:11][N:10]2[C:16]([CH:21]4[CH2:26][CH2:25][N:24](C(OC(C)(C)C)=O)[CH2:23][CH2:22]4)=[CH:17][C:18](=[O:20])[NH:19][C:9]=32)[CH:4]=[N:3]1.[ClH:34]. Given the product [ClH:34].[CH3:1][N:2]1[CH:6]=[C:5]([C:7]2[C:8]3[C:12]([CH:13]=[CH:14][CH:15]=2)=[N:11][N:10]2[C:16]([CH:21]4[CH2:26][CH2:25][NH:24][CH2:23][CH2:22]4)=[CH:17][C:18](=[O:20])[NH:19][C:9]=32)[CH:4]=[N:3]1, predict the reactants needed to synthesize it. (4) Given the product [Cl:1][CH2:2][C:3]([O:5]/[N:6]=[C:7](\[NH2:15])/[C:8]1[CH:13]=[CH:12][N:21]=[CH:10][CH:9]=1)=[O:4], predict the reactants needed to synthesize it. The reactants are: [Cl:1][CH2:2][C:3]([O:5]/[N:6]=[C:7](\[NH2:15])/[C:8]1[CH:13]=[CH:12]C(C)=[CH:10][CH:9]=1)=[O:4].ClCC(O/[N:21]=C(\N)/C1C=CC=CN=1)=O.ClCC(Cl)=O. (5) Given the product [C:32]([O:1][CH2:2][CH:3]1[CH2:8][CH:7]([O:9][CH:10]2[CH2:15][CH2:14][CH2:13][CH2:12][O:11]2)[CH2:6][CH2:5][N:4]1[C:16]([O:18][C:19]([CH3:22])([CH3:21])[CH3:20])=[O:17])(=[O:34])[CH3:33], predict the reactants needed to synthesize it. The reactants are: [OH:1][CH2:2][CH:3]1[CH2:8][CH:7]([O:9][CH:10]2[CH2:15][CH2:14][CH2:13][CH2:12][O:11]2)[CH2:6][CH2:5][N:4]1[C:16]([O:18][C:19]([CH3:22])([CH3:21])[CH3:20])=[O:17].C(N(C(C)C)CC)(C)C.[C:32](Cl)(=[O:34])[CH3:33]. (6) Given the product [OH:2][C:3]1[CH:4]=[C:5]([NH:51][S:52]([CH3:55])(=[O:53])=[O:54])[CH:6]=[C:7]([N:9]2[CH:13]=[CH:12][C:11]([C:14]3[C:22]4[C:21]([NH:23][C@H:24]([C:26]5[N:31]([C:32]6[CH:33]=[CH:34][CH:35]=[CH:36][CH:37]=6)[C:30](=[O:38])[C:29]6=[C:39]([CH3:42])[CH:40]=[CH:41][N:28]6[N:27]=5)[CH3:25])=[N:20][CH:19]=[N:18][C:17]=4[NH:16][CH:15]=3)=[N:10]2)[CH:8]=1, predict the reactants needed to synthesize it. The reactants are: C[O:2][C:3]1[CH:4]=[C:5]([NH:51][S:52]([CH3:55])(=[O:54])=[O:53])[CH:6]=[C:7]([N:9]2[CH:13]=[CH:12][C:11]([C:14]3[C:22]4[C:21]([NH:23][C@H:24]([C:26]5[N:31]([C:32]6[CH:37]=[CH:36][CH:35]=[CH:34][CH:33]=6)[C:30](=[O:38])[C:29]6=[C:39]([CH3:42])[CH:40]=[CH:41][N:28]6[N:27]=5)[CH3:25])=[N:20][CH:19]=[N:18][C:17]=4[N:16](COCC[Si](C)(C)C)[CH:15]=3)=[N:10]2)[CH:8]=1.B(Br)(Br)Br.N. (7) The reactants are: C([O:5][N:6]=[C:7]1[C:16]2[C:11](=[CH:12][CH:13]=[C:14]([O:17][CH2:18][CH2:19][CH2:20][Cl:21])[CH:15]=2)[O:10][C:9]([C:22]2[N:27]=[CH:26][N:25]3[CH:28]=[CH:29][CH:30]=[C:24]3[CH:23]=2)=[CH:8]1)(C)(C)C.[NH:31]1[CH2:36][CH2:35][O:34][CH2:33][CH2:32]1. Given the product [ClH:21].[N:31]1([CH2:20][CH2:19][CH2:18][O:17][C:14]2[CH:15]=[C:16]3[C:11](=[CH:12][CH:13]=2)[O:10][C:9]([C:22]2[N:27]=[CH:26][N:25]4[CH:28]=[CH:29][CH:30]=[C:24]4[CH:23]=2)=[CH:8][C:7]3=[N:6][OH:5])[CH2:36][CH2:35][O:34][CH2:33][CH2:32]1, predict the reactants needed to synthesize it. (8) Given the product [C:1]([N:4]1[CH:8]([CH3:9])[CH2:7][CH2:6][CH:5]1[C:10]1[C:15]([O:36][C:33]2[CH:34]=[N:35][C:30]([CH3:29])=[CH:31][CH:32]=2)=[CH:14][C:13]2[N:17]=[C:18]([C:20]3[CH:25]=[CH:24][CH:23]=[CH:22][N:21]=3)[NH:26][C:12]=2[CH:11]=1)(=[O:3])[CH3:2], predict the reactants needed to synthesize it. The reactants are: [C:1]([N:4]1[CH:8]([CH3:9])[CH2:7][CH2:6][CH:5]1[C:10]1[C:15](F)=[CH:14][C:13]([NH:17][C:18]([C:20]2[CH:25]=[CH:24][CH:23]=[CH:22][N:21]=2)=O)=[C:12]([N+:26]([O-])=O)[CH:11]=1)(=[O:3])[CH3:2].[CH3:29][C:30]1[N:35]=[CH:34][C:33]([OH:36])=[CH:32][CH:31]=1.